This data is from Catalyst prediction with 721,799 reactions and 888 catalyst types from USPTO. The task is: Predict which catalyst facilitates the given reaction. (1) Reactant: C(OC([N:8]1[CH2:12][CH2:11][CH2:10][C@@H:9]1[CH2:13][O:14][C:15]1[CH:20]=[CH:19][C:18]([O:21][C:22]2[CH:27]=[CH:26][C:25]([C:28]3[CH:33]=[CH:32][CH:31]=[CH:30][CH:29]=3)=[CH:24][CH:23]=2)=[CH:17][CH:16]=1)=O)(C)(C)C.[ClH:34]. Product: [ClH:34].[C:25]1([C:28]2[CH:29]=[CH:30][CH:31]=[CH:32][CH:33]=2)[CH:24]=[CH:23][C:22]([O:21][C:18]2[CH:19]=[CH:20][C:15]([O:14][CH2:13][C@H:9]3[CH2:10][CH2:11][CH2:12][NH:8]3)=[CH:16][CH:17]=2)=[CH:27][CH:26]=1. The catalyst class is: 12. (2) Reactant: [CH3:1][C:2]1[C:10]([NH:11][C:12]([C:14]2[C:15]([C:20]3[CH:25]=[CH:24][C:23]([C:26]([F:29])([F:28])[F:27])=[CH:22][CH:21]=3)=[CH:16][CH:17]=[CH:18][CH:19]=2)=[O:13])=[C:9]([CH3:30])[CH:8]=[C:7]2[C:3]=1[CH2:4][CH2:5][NH:6]2.[CH:31]([C:33]1[CH:38]=[CH:37][CH:36]=[CH:35][N:34]=1)=[CH2:32].CS(O)(=O)=O. Product: [CH3:1][C:2]1[C:10]([NH:11][C:12]([C:14]2[C:15]([C:20]3[CH:21]=[CH:22][C:23]([C:26]([F:27])([F:29])[F:28])=[CH:24][CH:25]=3)=[CH:16][CH:17]=[CH:18][CH:19]=2)=[O:13])=[C:9]([CH3:30])[CH:8]=[C:7]2[C:3]=1[CH2:4][CH2:5][N:6]2[CH2:32][CH2:31][C:33]1[CH:38]=[CH:37][CH:36]=[CH:35][N:34]=1. The catalyst class is: 141. (3) Reactant: [F:1][C:2]1[CH:3]=[C:4]([CH2:13]O)[CH:5]=[CH:6][C:7]=1[O:8][C:9]([F:12])([F:11])[F:10].[C:15]1(=[O:25])[NH:19][C:18](=[O:20])[C:17]2=[CH:21][CH:22]=[CH:23][CH:24]=[C:16]12.C1(P(C2C=CC=CC=2)C2C=CC=CC=2)C=CC=CC=1.N(C(OC(C)C)=O)=NC(OC(C)C)=O. Product: [F:1][C:2]1[CH:3]=[C:4]([CH:5]=[CH:6][C:7]=1[O:8][C:9]([F:10])([F:11])[F:12])[CH2:13][N:19]1[C:15](=[O:25])[C:16]2[C:17](=[CH:21][CH:22]=[CH:23][CH:24]=2)[C:18]1=[O:20]. The catalyst class is: 1. (4) Reactant: [CH3:1][C:2]1[N:6]([C:7]2[CH:12]=[CH:11][CH:10]=[C:9]([N+:13]([O-])=O)[CH:8]=2)[C:5]([C:16]2[CH:21]=[CH:20][CH:19]=[CH:18][CH:17]=2)=[C:4]([C:22](O)=[O:23])[CH:3]=1.[CH2:25]([C@H:32]1[NH:37][CH2:36][CH2:35][N:34]([C:38]([O:40][C:41]([CH3:44])([CH3:43])[CH3:42])=[O:39])[CH2:33]1)[C:26]1[CH:31]=[CH:30][CH:29]=[CH:28][CH:27]=1.CCN=C=NCCCN(C)C.Cl.C1C=CC2N(O)N=NC=2C=1. Product: [NH2:13][C:9]1[CH:8]=[C:7]([N:6]2[C:2]([CH3:1])=[CH:3][C:4]([C:22]([N:37]3[CH2:36][CH2:35][N:34]([C:38]([O:40][C:41]([CH3:44])([CH3:43])[CH3:42])=[O:39])[CH2:33][C@H:32]3[CH2:25][C:26]3[CH:27]=[CH:28][CH:29]=[CH:30][CH:31]=3)=[O:23])=[C:5]2[C:16]2[CH:17]=[CH:18][CH:19]=[CH:20][CH:21]=2)[CH:12]=[CH:11][CH:10]=1. The catalyst class is: 136.